From a dataset of Peptide-MHC class II binding affinity with 134,281 pairs from IEDB. Regression. Given a peptide amino acid sequence and an MHC pseudo amino acid sequence, predict their binding affinity value. This is MHC class II binding data. (1) The peptide sequence is IQLVFSSMINPLVIT. The MHC is DRB1_0901 with pseudo-sequence DRB1_0901. The binding affinity (normalized) is 0.161. (2) The peptide sequence is FSLSAAVKAGASLID. The MHC is DRB1_0101 with pseudo-sequence DRB1_0101. The binding affinity (normalized) is 1.00. (3) The peptide sequence is YDKFLAMVSTVLTGK. The MHC is DRB1_1602 with pseudo-sequence DRB1_1602. The binding affinity (normalized) is 0.889. (4) The peptide sequence is LTYQWHKEGSSIGKL. The MHC is DRB1_0401 with pseudo-sequence DRB1_0401. The binding affinity (normalized) is 0.715.